This data is from Full USPTO retrosynthesis dataset with 1.9M reactions from patents (1976-2016). The task is: Predict the reactants needed to synthesize the given product. (1) Given the product [C:17]([C:16]1[CH:15]=[N:14][N:13]2[C:8]([C:4]3[CH:3]=[C:2]([NH:1][C:26](=[O:27])[O:28][CH:29]([CH3:31])[CH3:30])[CH:7]=[CH:6][CH:5]=3)=[CH:9][CH:10]=[N:11][C:12]=12)(=[O:18])[C:19]1[CH:24]=[CH:23][CH:22]=[CH:21][CH:20]=1, predict the reactants needed to synthesize it. The reactants are: [NH2:1][C:2]1[CH:3]=[C:4]([C:8]2[N:13]3[N:14]=[CH:15][C:16]([C:17]([C:19]4[CH:24]=[CH:23][CH:22]=[CH:21][CH:20]=4)=[O:18])=[C:12]3[N:11]=[CH:10][CH:9]=2)[CH:5]=[CH:6][CH:7]=1.Cl[C:26]([O:28][CH:29]([CH3:31])[CH3:30])=[O:27]. (2) Given the product [N:1]1[CH:6]=[CH:5][CH:4]=[N:3][C:2]=1[C:7]1[CH:12]=[CH:11][C:10]([CH2:13][O:14][CH2:18][CH:17]=[O:19])=[CH:9][CH:8]=1, predict the reactants needed to synthesize it. The reactants are: [N:1]1[CH:6]=[CH:5][CH:4]=[N:3][C:2]=1[C:7]1[CH:12]=[CH:11][C:10]([CH2:13][OH:14])=[CH:9][CH:8]=1.[H-].[Na+].[CH2:17]([O:19]C(OCC)CBr)[CH3:18].Cl.[OH-].[Na+].